Task: Predict the product of the given reaction.. Dataset: Forward reaction prediction with 1.9M reactions from USPTO patents (1976-2016) (1) Given the reactants [NH2:1][C:2]1[CH:6]=[C:5]([C:7]2[CH:12]=[CH:11][C:10]([Br:13])=[CH:9][CH:8]=2)[S:4][C:3]=1C(O)=O.CN1CCNCC1.CN1CCCC1=O.CCOC(C)=O, predict the reaction product. The product is: [Br:13][C:10]1[CH:9]=[CH:8][C:7]([C:5]2[S:4][CH:3]=[C:2]([NH2:1])[CH:6]=2)=[CH:12][CH:11]=1. (2) Given the reactants [CH2:1]([O:8][C:9]1[C:17]([C:18]2[NH:23][C:22](=[O:24])[C:21]([C:25]([O:27]C)=[O:26])=[C:20]([OH:29])[C:19]=2[CH2:30][CH3:31])=[CH:16][CH:15]=[C:14]2[C:10]=1[CH:11]=[CH:12][N:13]2[CH3:32])[C:2]1[CH:7]=[CH:6][CH:5]=[CH:4][CH:3]=1.[Li+].[I-].Cl, predict the reaction product. The product is: [CH2:1]([O:8][C:9]1[C:17]([C:18]2[NH:23][C:22](=[O:24])[C:21]([C:25]([OH:27])=[O:26])=[C:20]([OH:29])[C:19]=2[CH2:30][CH3:31])=[CH:16][CH:15]=[C:14]2[C:10]=1[CH:11]=[CH:12][N:13]2[CH3:32])[C:2]1[CH:7]=[CH:6][CH:5]=[CH:4][CH:3]=1. (3) Given the reactants [CH2:1]([O:15][C:16]1[O:20][C:19]([C:21]([O:23][CH2:24][CH2:25]Br)=[O:22])=[CH:18][CH:17]=1)[CH2:2][CH2:3][CH2:4][CH2:5][CH2:6][CH2:7][CH2:8][CH2:9][CH2:10][CH2:11][CH2:12][CH2:13][CH3:14].[CH3:27][NH:28][CH3:29], predict the reaction product. The product is: [CH2:1]([O:15][C:16]1[O:20][C:19]([C:21]([O:23][CH2:24][CH2:25][N:28]([CH3:29])[CH3:27])=[O:22])=[CH:18][CH:17]=1)[CH2:2][CH2:3][CH2:4][CH2:5][CH2:6][CH2:7][CH2:8][CH2:9][CH2:10][CH2:11][CH2:12][CH2:13][CH3:14]. (4) Given the reactants Br[C:2]1[CH:7]=[CH:6][C:5]([C:8]([N:10]2[CH2:15][CH2:14][N:13]([C:16]3[C:21]([CH3:22])=[CH:20][C:19]([CH2:23][CH3:24])=[CH:18][N:17]=3)[CH2:12][CH2:11]2)=[O:9])=[C:4]([N:25]2[CH2:29][CH2:28][CH2:27][S:26]2(=[O:31])=[O:30])[CH:3]=1.[CH2:32]([C@@H:34]1[CH2:38][O:37][C:36](=[O:39])[NH:35]1)[CH3:33], predict the reaction product. The product is: [O:30]=[S:26]1(=[O:31])[CH2:27][CH2:28][CH2:29][N:25]1[C:4]1[CH:3]=[C:2]([N:35]2[C@H:34]([CH2:32][CH3:33])[CH2:38][O:37][C:36]2=[O:39])[CH:7]=[CH:6][C:5]=1[C:8]([N:10]1[CH2:15][CH2:14][N:13]([C:16]2[C:21]([CH3:22])=[CH:20][C:19]([CH2:23][CH3:24])=[CH:18][N:17]=2)[CH2:12][CH2:11]1)=[O:9]. (5) Given the reactants [NH2:1][CH2:2][CH2:3][OH:4].[I:5][C:6]1[CH:7]=[N:8][N:9]([CH:11]2[CH2:16][CH2:15][C:14](=O)[CH2:13][CH2:12]2)[CH:10]=1.[BH4-].[Na+].[OH-].[Na+], predict the reaction product. The product is: [I:5][C:6]1[CH:7]=[N:8][N:9]([CH:11]2[CH2:16][CH2:15][CH:14]([NH:1][CH2:2][CH2:3][OH:4])[CH2:13][CH2:12]2)[CH:10]=1. (6) Given the reactants Cl[C:2]1[C:3](=[O:15])[N:4](C2CCCCO2)[N:5]=[CH:6][C:7]=1Cl.[CH3:16][O:17][C:18]1[CH:23]=[CH:22][C:21]([OH:24])=[CH:20][CH:19]=1.C[O:26][C:27](=[O:36])[CH:28](Br)[CH2:29][CH:30]1[CH2:34][CH2:33][CH2:32][CH2:31]1, predict the reaction product. The product is: [CH:30]1([CH2:29][CH:28]([N:4]2[C:3](=[O:15])[CH:2]=[C:7]([O:24][C:21]3[CH:22]=[CH:23][C:18]([O:17][CH3:16])=[CH:19][CH:20]=3)[CH:6]=[N:5]2)[C:27]([OH:26])=[O:36])[CH2:34][CH2:33][CH2:32][CH2:31]1. (7) Given the reactants I[C:2]1[CH:7]=[C:6]([Br:8])[CH:5]=[CH:4][C:3]=1[NH:9][C:10]([NH:12][C:13]1[CH:18]=[CH:17][CH:16]=[C:15]([C:19]([F:22])([F:21])[F:20])[CH:14]=1)=[O:11].[CH2:23]([O:25][P:26]([O:30]CC)[O:27][CH2:28][CH3:29])[CH3:24], predict the reaction product. The product is: [CH2:23]([O:25][P:26]([C:2]1[CH:7]=[C:6]([Br:8])[CH:5]=[CH:4][C:3]=1[NH:9][C:10]([NH:12][C:13]1[CH:18]=[CH:17][CH:16]=[C:15]([C:19]([F:22])([F:21])[F:20])[CH:14]=1)=[O:11])([O:27][CH2:28][CH3:29])=[O:30])[CH3:24].